This data is from Full USPTO retrosynthesis dataset with 1.9M reactions from patents (1976-2016). The task is: Predict the reactants needed to synthesize the given product. (1) Given the product [Br-:9].[OH:8][C@@H:4]1[CH2:5][CH2:6][CH2:7][N+:2]([CH2:10][C:11](=[O:12])[NH:13][C:14]2[CH:18]=[CH:17][O:16][N:15]=2)([CH3:1])[CH2:3]1, predict the reactants needed to synthesize it. The reactants are: [CH3:1][N:2]1[CH2:7][CH2:6][CH2:5][C@@H:4]([OH:8])[CH2:3]1.[Br:9][CH2:10][C:11]([NH:13][C:14]1[CH:18]=[CH:17][O:16][N:15]=1)=[O:12]. (2) Given the product [F:20][C:21]1[CH:29]=[CH:28][CH:27]=[C:26]([I:30])[C:22]=1[C:23]([N:4]1[CH2:5][CH2:6][CH2:7][C@@H:2]([CH3:1])[C@H:3]1[CH2:8][N:9]1[C:17](=[O:18])[C:16]2[C:11](=[CH:12][CH:13]=[CH:14][CH:15]=2)[C:10]1=[O:19])=[O:24], predict the reactants needed to synthesize it. The reactants are: [CH3:1][C@@H:2]1[CH2:7][CH2:6][CH2:5][NH:4][C@@H:3]1[CH2:8][N:9]1[C:17](=[O:18])[C:16]2[C:11](=[CH:12][CH:13]=[CH:14][CH:15]=2)[C:10]1=[O:19].[F:20][C:21]1[CH:29]=[CH:28][CH:27]=[C:26]([I:30])[C:22]=1[C:23](O)=[O:24].CCN(C(C)C)C(C)C.CN(C(ON1N=NC2C=CC=NC1=2)=[N+](C)C)C.F[P-](F)(F)(F)(F)F. (3) Given the product [C:22]([O:21][C:19](=[O:20])[NH:26][C:27]1[CH:32]=[CH:31][C:30]([C:7]2[CH:12]=[CH:11][C:10]([C:13]#[N:14])=[C:9]([F:15])[C:8]=2[F:16])=[CH:29][C:28]=1[F:36])([CH3:25])([CH3:23])[CH3:24], predict the reactants needed to synthesize it. The reactants are: FC(F)(F)S(O[C:7]1[CH:12]=[CH:11][C:10]([C:13]#[N:14])=[C:9]([F:15])[C:8]=1[F:16])(=O)=O.[C:19]([NH:26][C:27]1[CH:32]=[CH:31][C:30](B(O)O)=[CH:29][C:28]=1[F:36])([O:21][C:22]([CH3:25])([CH3:24])[CH3:23])=[O:20].C(=O)([O-])[O-].[Na+].[Na+]. (4) Given the product [Cl:17][C:14]1[CH:13]=[CH:12][C:11]([S:8]([N:7]([CH2:6][C:5]2[CH:26]=[CH:27][C:2]([NH:1][C:40]([CH:37]3[CH2:39][CH2:38]3)=[O:41])=[CH:3][CH:4]=2)[C@@H:18]2[CH2:24][CH2:23][CH2:22][CH2:21][NH:20][C:19]2=[O:25])(=[O:10])=[O:9])=[CH:16][CH:15]=1, predict the reactants needed to synthesize it. The reactants are: [NH2:1][C:2]1[CH:27]=[CH:26][C:5]([CH2:6][N:7]([C@@H:18]2[CH2:24][CH2:23][CH2:22][CH2:21][NH:20][C:19]2=[O:25])[S:8]([C:11]2[CH:16]=[CH:15][C:14]([Cl:17])=[CH:13][CH:12]=2)(=[O:10])=[O:9])=[CH:4][CH:3]=1.CCN(C(C)C)C(C)C.[CH:37]1([C:40](Cl)=[O:41])[CH2:39][CH2:38]1. (5) The reactants are: Br.[NH:2]1[CH2:7][CH2:6][CH:5]([NH:8][C:9]2[O:10][C:11]3[C:17]([OH:18])=[CH:16][CH:15]=[CH:14][C:12]=3[N:13]=2)[CH2:4][CH2:3]1.[C:19](O[C:19]([O:21][C:22]([CH3:25])([CH3:24])[CH3:23])=[O:20])([O:21][C:22]([CH3:25])([CH3:24])[CH3:23])=[O:20]. Given the product [C:22]([O:21][C:19]([N:2]1[CH2:3][CH2:4][CH:5]([NH:8][C:9]2[O:10][C:11]3[C:17]([OH:18])=[CH:16][CH:15]=[CH:14][C:12]=3[N:13]=2)[CH2:6][CH2:7]1)=[O:20])([CH3:25])([CH3:24])[CH3:23], predict the reactants needed to synthesize it.